Dataset: Reaction yield outcomes from USPTO patents with 853,638 reactions. Task: Predict the reaction yield, written as a fraction of the theoretical maximum amount of product (1.0 means a 100% yield; for example, 0.34 means a 34% yield). (1) The reactants are [C:1]1([C:13]([NH:15][CH2:16][CH2:17][CH2:18][CH2:19][CH2:20][C:21]([OH:23])=O)=[O:14])[C:11]2=[C:12]3[C:7](=[CH:8][CH:9]=[CH:10]2)[CH2:6][CH2:5][CH2:4][N:3]3[CH:2]=1.C(OC(Cl)=O)C.C(N(CC)CC)C.Cl.[NH2:38][OH:39].Cl. The catalyst is C1COCC1.CO. The product is [OH:39][NH:38][C:21]([CH2:20][CH2:19][CH2:18][CH2:17][CH2:16][NH:15][C:13]([C:1]1[C:11]2=[C:12]3[C:7](=[CH:8][CH:9]=[CH:10]2)[CH2:6][CH2:5][CH2:4][N:3]3[CH:2]=1)=[O:14])=[O:23]. The yield is 0.500. (2) The reactants are [CH3:1][C:2]1([CH3:21])[C:6](=[O:7])[N:5]([C:8]2[CH:15]=[CH:14][C:11]([C:12]#[N:13])=[C:10]([C:16]([F:19])([F:18])[F:17])[CH:9]=2)[C:4](=[O:20])[NH:3]1.[Br:22][C:23]1[CH:30]=[CH:29][C:28]([C:31]([F:34])([F:33])[F:32])=[CH:27][C:24]=1[CH2:25]Br. No catalyst specified. The product is [Br:22][C:23]1[CH:30]=[CH:29][C:28]([C:31]([F:32])([F:33])[F:34])=[CH:27][C:24]=1[CH2:25][N:3]1[C:2]([CH3:21])([CH3:1])[C:6](=[O:7])[N:5]([C:8]2[CH:15]=[CH:14][C:11]([C:12]#[N:13])=[C:10]([C:16]([F:19])([F:17])[F:18])[CH:9]=2)[C:4]1=[O:20]. The yield is 0.960. (3) The product is [BrH:13].[CH3:9][O:10][CH2:11][CH2:12][N:3]1[C:2]([CH3:1])=[C:6]([CH3:7])[S:5][C:4]1=[NH:8]. The reactants are [CH3:1][C:2]1[N:3]=[C:4]([NH2:8])[S:5][C:6]=1[CH3:7].[CH3:9][O:10][CH2:11][CH2:12][Br:13]. The yield is 0.560. No catalyst specified. (4) The reactants are [CH3:1][N:2]1[CH2:8][C@@H:7]2[C@H:3]1[CH2:4][N:5]([C:9]1[CH:10]=[C:11]([C:15]3[CH:16]=[CH:17][CH:18]=[C:19]4[C:23]=3[NH:22][CH:21]=[CH:20]4)[CH:12]=[N:13][CH:14]=1)[CH2:6]2.[CH3:24][C:25]1[CH:26]=[CH:27][C:28]([S:31]([OH:34])(=[O:33])=[O:32])=[CH:29][CH:30]=1.O. The catalyst is CCOC(C)=O. The product is [S:31]([C:28]1[CH:29]=[CH:30][C:25]([CH3:24])=[CH:26][CH:27]=1)([OH:34])(=[O:33])=[O:32].[S:31]([C:28]1[CH:29]=[CH:30][C:25]([CH3:24])=[CH:26][CH:27]=1)([OH:34])(=[O:33])=[O:32].[S:31]([C:28]1[CH:29]=[CH:30][C:25]([CH3:24])=[CH:26][CH:27]=1)([OH:34])(=[O:33])=[O:32].[CH3:1][N:2]1[CH2:8][C@@H:7]2[C@H:3]1[CH2:4][N:5]([C:9]1[CH:10]=[C:11]([C:15]3[CH:16]=[CH:17][CH:18]=[C:19]4[C:23]=3[NH:22][CH:21]=[CH:20]4)[CH:12]=[N:13][CH:14]=1)[CH2:6]2. The yield is 0.328.